Task: Regression. Given two drug SMILES strings and cell line genomic features, predict the synergy score measuring deviation from expected non-interaction effect.. Dataset: NCI-60 drug combinations with 297,098 pairs across 59 cell lines (1) Drug 1: C1=CC(=CC=C1C#N)C(C2=CC=C(C=C2)C#N)N3C=NC=N3. Drug 2: C1C(C(OC1N2C=C(C(=O)NC2=O)F)CO)O. Cell line: SK-OV-3. Synergy scores: CSS=12.2, Synergy_ZIP=0.344, Synergy_Bliss=3.71, Synergy_Loewe=-9.31, Synergy_HSA=1.98. (2) Drug 1: CCC1=CC2CC(C3=C(CN(C2)C1)C4=CC=CC=C4N3)(C5=C(C=C6C(=C5)C78CCN9C7C(C=CC9)(C(C(C8N6C)(C(=O)OC)O)OC(=O)C)CC)OC)C(=O)OC. Drug 2: C1CC(CCC1OC2=C(C(=CC=C2)Cl)F)(CC3=NC(=CC=C3)NC4=NC=CS4)C(=O)O. Cell line: HCT116. Synergy scores: CSS=46.0, Synergy_ZIP=2.52, Synergy_Bliss=0.207, Synergy_Loewe=-9.08, Synergy_HSA=3.19. (3) Cell line: ACHN. Drug 2: COC1=C(C=C2C(=C1)N=CN=C2NC3=CC(=C(C=C3)F)Cl)OCCCN4CCOCC4. Drug 1: C1CCC(C1)C(CC#N)N2C=C(C=N2)C3=C4C=CNC4=NC=N3. Synergy scores: CSS=46.4, Synergy_ZIP=-3.97, Synergy_Bliss=-7.31, Synergy_Loewe=-20.8, Synergy_HSA=-6.55.